This data is from Peptide-MHC class II binding affinity with 134,281 pairs from IEDB. The task is: Regression. Given a peptide amino acid sequence and an MHC pseudo amino acid sequence, predict their binding affinity value. This is MHC class II binding data. (1) The peptide sequence is NAGFKAAVAAAAVVP. The MHC is DRB5_0101 with pseudo-sequence DRB5_0101. The binding affinity (normalized) is 0.610. (2) The peptide sequence is LQIIDKIDAAFKVAA. The MHC is HLA-DQA10201-DQB10202 with pseudo-sequence HLA-DQA10201-DQB10202. The binding affinity (normalized) is 0.131.